Dataset: Forward reaction prediction with 1.9M reactions from USPTO patents (1976-2016). Task: Predict the product of the given reaction. (1) Given the reactants [CH3:1][S:2]([C:5]1[CH:6]=[C:7]([CH:11]2[CH2:16][CH2:15][NH:14][CH2:13][CH2:12]2)[CH:8]=[CH:9][CH:10]=1)(=[O:4])=[O:3].[CH2:17](Br)[CH:18]([CH3:20])[CH3:19].Cl, predict the reaction product. The product is: [CH2:17]([N:14]1[CH2:15][CH2:16][CH:11]([C:7]2[CH:8]=[CH:9][CH:10]=[C:5]([S:2]([CH3:1])(=[O:4])=[O:3])[CH:6]=2)[CH2:12][CH2:13]1)[CH:18]([CH3:20])[CH3:19]. (2) The product is: [Br:29][C:30]1[CH:38]=[CH:34][C:33]([O:37][CH3:36])=[CH:32][C:31]=1[S:39][C:40]1[N:41]([CH2:50][CH2:51][CH2:52][NH:53][CH:54]([CH3:56])[CH3:55])[C:42]2[CH:47]=[CH:46][N:45]=[C:44]([NH2:48])[C:43]=2[N:49]=1. Given the reactants CS(OCCCN1C2C=CN=C(N)C=2N=C1SC1C=C(OC)C=CC=1Br)(=O)=O.[Br:29][C:30]1[C:31]([S:39][C:40]2[N:41]([CH2:50][CH2:51][CH2:52][NH:53][CH:54]([CH3:56])[CH3:55])[C:42]3[CH:47]=[CH:46][N:45]=[C:44]([NH2:48])[C:43]=3[N:49]=2)=[CH:32][C:33]2[O:37][CH2:36]O[C:34]=2[CH:38]=1, predict the reaction product. (3) Given the reactants [CH3:1][NH:2][CH2:3][CH2:4][CH2:5][N:6]1[C:16]2[CH:17]=[CH:18][CH:19]=[CH:20][C:15]=2[CH2:14][CH2:13][C:12]2[CH:11]=[CH:10][CH:9]=[CH:8][C:7]1=2.Cl.C(=O)([O-])[O-].[K+].[K+].[CH2:28]([O:30][P:31](Cl)([O:33][CH2:34][CH3:35])=[O:32])[CH3:29], predict the reaction product. The product is: [CH2:28]([O:30][P:31]([N:2]([CH2:3][CH2:4][CH2:5][N:6]1[C:7]2[CH:8]=[CH:9][CH:10]=[CH:11][C:12]=2[CH2:13][CH2:14][C:15]2[CH:20]=[CH:19][CH:18]=[CH:17][C:16]1=2)[CH3:1])(=[O:32])[O:33][CH2:34][CH3:35])[CH3:29]. (4) The product is: [CH2:1]([O:5][C:6]1[CH:28]=[CH:27][C:9]([C:10]([N:12]2[C:20]3[C:15](=[C:16]([CH2:21][CH2:22][C:23]([OH:25])=[O:24])[CH:17]=[CH:18][CH:19]=3)[CH:14]=[C:13]2[CH3:26])=[O:11])=[CH:8][CH:7]=1)[CH2:2][CH2:3][CH3:4]. Given the reactants [CH2:1]([O:5][C:6]1[CH:28]=[CH:27][C:9]([C:10]([N:12]2[C:20]3[C:15](=[C:16]([CH:21]=[CH:22][C:23]([OH:25])=[O:24])[CH:17]=[CH:18][CH:19]=3)[CH:14]=[C:13]2[CH3:26])=[O:11])=[CH:8][CH:7]=1)[CH2:2][CH2:3][CH3:4].[H][H], predict the reaction product. (5) Given the reactants [CH:1]([CH:3]1[CH2:9][CH:8]2[N:10]([C:11]([O:13][CH2:14][C:15]3[CH:20]=[CH:19][CH:18]=[CH:17][CH:16]=3)=[O:12])[CH:5]([CH2:6][CH2:7]2)[CH2:4]1)=[O:2].[BH4-].[Na+], predict the reaction product. The product is: [OH:2][CH2:1][CH:3]1[CH2:4][CH:5]2[N:10]([C:11]([O:13][CH2:14][C:15]3[CH:16]=[CH:17][CH:18]=[CH:19][CH:20]=3)=[O:12])[CH:8]([CH2:7][CH2:6]2)[CH2:9]1. (6) Given the reactants Cl[C:2]1[C:11]2[C:6](=[CH:7][C:8]([O:14][CH3:15])=[C:9]([O:12][CH3:13])[CH:10]=2)[N:5]=[CH:4][C:3]=1[C:16]#[N:17].C(OC(=O)[NH:24][CH:25]1[CH2:29][CH2:28][NH:27][CH2:26]1)(C)(C)C.C(O)(C(F)(F)F)=O, predict the reaction product. The product is: [NH2:24][CH:25]1[CH2:29][CH2:28][N:27]([C:2]2[C:11]3[C:6](=[CH:7][C:8]([O:14][CH3:15])=[C:9]([O:12][CH3:13])[CH:10]=3)[N:5]=[CH:4][C:3]=2[C:16]#[N:17])[CH2:26]1. (7) Given the reactants [CH2:1]([C:3]1[CH:8]=[C:7]([C:9]([NH:11][NH:12][C:13]([C:15]2[S:16][C:17]([CH2:26][CH3:27])=[C:18]3[CH2:23][C:22]([CH3:25])([CH3:24])[CH2:21][CH2:20][C:19]=23)=O)=[O:10])[CH:6]=[C:5]([CH3:28])[N:4]=1)[CH3:2].CC[N+](S(N=C(OC)[O-])(=O)=O)(CC)CC, predict the reaction product. The product is: [CH2:1]([C:3]1[CH:8]=[C:7]([C:9]2[O:10][C:13]([C:15]3[S:16][C:17]([CH2:26][CH3:27])=[C:18]4[CH2:23][C:22]([CH3:25])([CH3:24])[CH2:21][CH2:20][C:19]=34)=[N:12][N:11]=2)[CH:6]=[C:5]([CH3:28])[N:4]=1)[CH3:2].